Dataset: Forward reaction prediction with 1.9M reactions from USPTO patents (1976-2016). Task: Predict the product of the given reaction. (1) Given the reactants [C:1]([O:5][C:6]([NH:8][C:9]1[CH:14]=[CH:13][N:12]([CH2:15][CH2:16][CH:17]([F:28])[CH2:18][N:19]2[CH:23]=[C:22]([C:24]([O:26]C)=[O:25])[N:21]=[N:20]2)[C:11](=[O:29])[N:10]=1)=[O:7])([CH3:4])([CH3:3])[CH3:2].[Li+].[OH-], predict the reaction product. The product is: [C:1]([O:5][C:6]([NH:8][C:9]1[CH:14]=[CH:13][N:12]([CH2:15][CH2:16][CH:17]([F:28])[CH2:18][N:19]2[CH:23]=[C:22]([C:24]([OH:26])=[O:25])[N:21]=[N:20]2)[C:11](=[O:29])[N:10]=1)=[O:7])([CH3:4])([CH3:2])[CH3:3]. (2) Given the reactants [Br:1][C:2]1[C:10]([F:11])=[CH:9][C:8]([C:12]#[N:13])=[C:7]2[C:3]=1[C:4]([CH3:15])=[C:5]([CH3:14])[NH:6]2.C[Si]([N-][Si](C)(C)C)(C)C.[Li+].Cl[CH2:27][O:28][CH2:29][CH2:30][Si:31]([CH3:34])([CH3:33])[CH3:32], predict the reaction product. The product is: [Br:1][C:2]1[C:10]([F:11])=[CH:9][C:8]([C:12]#[N:13])=[C:7]2[C:3]=1[C:4]([CH3:15])=[C:5]([CH3:14])[N:6]2[CH2:27][O:28][CH2:29][CH2:30][Si:31]([CH3:34])([CH3:33])[CH3:32]. (3) The product is: [F:1][C:2]1[CH:10]=[C:9]([F:11])[C:8]([F:12])=[CH:7][C:3]=1[C:4]([NH:55][S:52]([CH3:51])(=[O:54])=[O:53])=[O:5]. Given the reactants [F:1][C:2]1[CH:10]=[C:9]([F:11])[C:8]([F:12])=[CH:7][C:3]=1[C:4](O)=[O:5].C(N(C(C)C)C(C)C)C.C(P1(=O)OP(=O)(CCC)OP(=O)(CCC)O1)CC.CCOC(C)=O.CN(C=O)C.[CH3:51][S:52]([NH2:55])(=[O:54])=[O:53], predict the reaction product.